Dataset: Forward reaction prediction with 1.9M reactions from USPTO patents (1976-2016). Task: Predict the product of the given reaction. (1) The product is: [OH:7][C:6]1[CH:1]=[C:2]([CH3:8])[CH:3]=[CH:4][C:5]=1[C:15]1[CH2:16][CH2:17][N:12]([C:9](=[O:11])[CH3:10])[CH2:13][CH:14]=1. Given the reactants [CH:1]1[C:6]([OH:7])=[CH:5][CH:4]=[CH:3][C:2]=1[CH3:8].[C:9]([N:12]1[CH2:17][CH2:16][C:15](=O)[CH2:14][CH2:13]1)(=[O:11])[CH3:10].B(F)(F)F.CCOCC.Cl, predict the reaction product. (2) Given the reactants C([O:4][C:5]1[CH:14]=[CH:13][C:12]2[C:7](=[C:8]([CH:15]=[CH2:16])[CH:9]=[CH:10][CH:11]=2)[N:6]=1)(=O)C.O, predict the reaction product. The product is: [OH:4][C:5]1[CH:14]=[CH:13][C:12]2[C:7](=[C:8]([CH:15]=[CH2:16])[CH:9]=[CH:10][CH:11]=2)[N:6]=1. (3) The product is: [C:20]1([N:19]2[C:9](=[O:11])[CH2:8][S:7][C:1]2=[S:12])[CH:25]=[CH:24][CH:23]=[CH:22][CH:21]=1. Given the reactants [C:1](=[S:12])([S:7][CH2:8][C:9]([OH:11])=O)SCC(O)=O.C(=O)([O-])[O-].[K+].[K+].[NH2:19][C:20]1[CH:25]=[CH:24][CH:23]=[CH:22][CH:21]=1, predict the reaction product. (4) Given the reactants C([NH:8][C@H:9]1[CH2:14][CH2:13][C@@H:12]([C:15]2[CH:20]=[CH:19][C:18]([O:21][Si:22]([C:25]([CH3:28])([CH3:27])[CH3:26])([CH3:24])[CH3:23])=[CH:17][C:16]=2[O:29][Si:30]([C:33]([CH3:36])([CH3:35])[CH3:34])([CH3:32])[CH3:31])[CH2:11][CH2:10]1)C1C=CC=CC=1, predict the reaction product. The product is: [Si:30]([O:29][C:16]1[CH:17]=[C:18]([O:21][Si:22]([C:25]([CH3:26])([CH3:27])[CH3:28])([CH3:24])[CH3:23])[CH:19]=[CH:20][C:15]=1[C@@H:12]1[CH2:11][CH2:10][C@H:9]([NH2:8])[CH2:14][CH2:13]1)([C:33]([CH3:34])([CH3:35])[CH3:36])([CH3:32])[CH3:31]. (5) Given the reactants O1CCCCC1[O:7][NH:8][C:9](/[CH:11]=[CH:12]/[C:13]1[CH:18]=[CH:17][C:16](/[CH:19]=[CH:20]/[C:21]([OH:23])=O)=[CH:15][CH:14]=1)=[O:10].[CH3:24][C@H:25]1[N:30]([CH3:31])[C@@H:29]([CH3:32])[CH2:28][NH:27][CH2:26]1, predict the reaction product. The product is: [OH:7][NH:8][C:9](=[O:10])/[CH:11]=[CH:12]/[C:13]1[CH:14]=[CH:15][C:16](/[CH:19]=[CH:20]/[C:21](=[O:23])[N:27]2[CH2:26][C@H:25]([CH3:24])[N:30]([CH3:31])[C@H:29]([CH3:32])[CH2:28]2)=[CH:17][CH:18]=1. (6) Given the reactants Br[C:2]1[C:7]2[S:8][C:9]([C:11]3[C:16]([F:17])=[CH:15][CH:14]=[CH:13][C:12]=3[Cl:18])=[N:10][C:6]=2[C:5]([F:19])=[CH:4][N:3]=1.[C:20]([O:24][C:25](=[O:27])[NH2:26])([CH3:23])([CH3:22])[CH3:21].CC1(C)C2C(=C(P(C3C=CC=CC=3)C3C=CC=CC=3)C=CC=2)OC2C(P(C3C=CC=CC=3)C3C=CC=CC=3)=CC=CC1=2.[O-]P([O-])([O-])=O.[K+].[K+].[K+], predict the reaction product. The product is: [C:20]([O:24][C:25](=[O:27])[NH:26][C:2]1[C:7]2[S:8][C:9]([C:11]3[C:16]([F:17])=[CH:15][CH:14]=[CH:13][C:12]=3[Cl:18])=[N:10][C:6]=2[C:5]([F:19])=[CH:4][N:3]=1)([CH3:23])([CH3:22])[CH3:21]. (7) The product is: [CH3:1][C:2]1[CH:3]=[CH:4][C:5]2[O:9][C:8]([N:10]3[CH2:15][CH2:14][CH2:13][CH2:12][C@H:11]3[C:16]([OH:18])=[O:17])=[N:7][C:6]=2[CH:26]=1. Given the reactants [CH3:1][C:2]1[CH:3]=[CH:4][C:5]2[O:9][C:8]([N:10]3[CH2:15][CH2:14][CH2:13][CH2:12][C@H:11]3[C:16]([O:18]CC3C=CC=CC=3)=[O:17])=[N:7][C:6]=2[CH:26]=1, predict the reaction product.